Dataset: NCI-60 drug combinations with 297,098 pairs across 59 cell lines. Task: Regression. Given two drug SMILES strings and cell line genomic features, predict the synergy score measuring deviation from expected non-interaction effect. (1) Drug 1: C1=C(C(=O)NC(=O)N1)F. Drug 2: C1=CC=C(C(=C1)C(C2=CC=C(C=C2)Cl)C(Cl)Cl)Cl. Cell line: BT-549. Synergy scores: CSS=30.8, Synergy_ZIP=-12.0, Synergy_Bliss=-6.32, Synergy_Loewe=-9.28, Synergy_HSA=-6.08. (2) Drug 1: CCCS(=O)(=O)NC1=C(C(=C(C=C1)F)C(=O)C2=CNC3=C2C=C(C=N3)C4=CC=C(C=C4)Cl)F. Drug 2: CN1C(=O)N2C=NC(=C2N=N1)C(=O)N. Cell line: MOLT-4. Synergy scores: CSS=-7.64, Synergy_ZIP=5.68, Synergy_Bliss=1.62, Synergy_Loewe=-8.98, Synergy_HSA=-7.11. (3) Drug 1: CC1OCC2C(O1)C(C(C(O2)OC3C4COC(=O)C4C(C5=CC6=C(C=C35)OCO6)C7=CC(=C(C(=C7)OC)O)OC)O)O. Drug 2: CC1=C(C(CCC1)(C)C)C=CC(=CC=CC(=CC(=O)O)C)C. Cell line: HOP-62. Synergy scores: CSS=15.1, Synergy_ZIP=1.13, Synergy_Bliss=2.99, Synergy_Loewe=-12.4, Synergy_HSA=0.531.